This data is from Catalyst prediction with 721,799 reactions and 888 catalyst types from USPTO. The task is: Predict which catalyst facilitates the given reaction. (1) Reactant: [NH2:1][C:2]1[CH:10]=[CH:9][C:8]([O:11][CH3:12])=[CH:7][C:3]=1[C:4]([OH:6])=O.CCN=C=NCCCN(C)C.C1C=CC2N(O)N=NC=2C=1.CCN(C(C)C)C(C)C.[CH3:43][C:44]([NH2:48])([C:46]#[CH:47])[CH3:45]. Product: [NH2:1][C:2]1[CH:10]=[CH:9][C:8]([O:11][CH3:12])=[CH:7][C:3]=1[C:4]([NH:48][C:44]([CH3:45])([C:46]#[CH:47])[CH3:43])=[O:6]. The catalyst class is: 2. (2) Reactant: [CH2:1]([O:8][C:9]1[C:10]([CH2:20][CH:21]=[O:22])=[CH:11][C:12]([Cl:19])=[C:13]2[C:18]=1[N:17]=[CH:16][CH:15]=[CH:14]2)[C:2]1[CH:7]=[CH:6][CH:5]=[CH:4][CH:3]=1.[CH2:23]1[O:31][C:30]2[C:25](=[CH:26][CH:27]=[C-:28][CH:29]=2)[O:24]1.[Mg+2].[Br-].C1(C)C=CC=CC=1.O1CCCC1. Product: [O:24]1[C:25]2[CH:26]=[CH:27][C:28]([CH:21]([OH:22])[CH2:20][C:10]3[C:9]([O:8][CH2:1][C:2]4[CH:7]=[CH:6][CH:5]=[CH:4][CH:3]=4)=[C:18]4[C:13]([CH:14]=[CH:15][CH:16]=[N:17]4)=[C:12]([Cl:19])[CH:11]=3)=[CH:29][C:30]=2[O:31][CH2:23]1. The catalyst class is: 7. (3) Reactant: [BH4-].[Na+].[CH3:3][C:4]([C:6]1[C:11]([N+:12]([O-:14])=[O:13])=[CH:10][C:9]2[O:15][CH2:16][O:17][C:8]=2[CH:7]=1)=[O:5].ClCl.[Cl-].[NH4+]. Product: [CH2:16]1[O:17][C:8]2[C:9](=[CH:10][C:11]([N+:12]([O-:14])=[O:13])=[C:6]([CH:4]([OH:5])[CH3:3])[CH:7]=2)[O:15]1. The catalyst class is: 5. (4) Reactant: [CH3:1][O:2][C:3]1[CH:4]=[C:5]([NH:14][C:15](=[O:19])[C:16]([OH:18])=O)[CH:6]=[CH:7][C:8]=1[C:9]1[O:13][CH:12]=[N:11][CH:10]=1.[OH2:20].O[N:22]1[C:26]2[CH:27]=[CH:28]C=C[C:25]=2N=N1.[CH2:31](N1CCOCC1)C.Cl.CN(C)CCCN=C=NCC. Product: [OH:20][CH2:28][CH2:27][C:26]([NH:22][C:16](=[O:18])[C:15]([NH:14][C:5]1[CH:6]=[CH:7][C:8]([C:9]2[O:13][CH:12]=[N:11][CH:10]=2)=[C:3]([O:2][CH3:1])[CH:4]=1)=[O:19])([CH3:31])[CH3:25]. The catalyst class is: 42. (5) Reactant: [N:1]1[CH:6]=[CH:5][C:4]([N:7]2[CH2:16][CH2:15][CH:10]([C:11](OC)=[O:12])[CH2:9][CH2:8]2)=[CH:3][CH:2]=1.[H-].[Al+3].[Li+].[H-].[H-].[H-]. Product: [N:1]1[CH:6]=[CH:5][C:4]([N:7]2[CH2:8][CH2:9][CH:10]([CH2:11][OH:12])[CH2:15][CH2:16]2)=[CH:3][CH:2]=1. The catalyst class is: 7. (6) Reactant: Cl[C:2]1[N:10]=[C:9](Cl)[CH:8]=[CH:7][C:3]=1[C:4]([NH2:6])=[O:5].[O:12]([C:19]1[CH:24]=[CH:23][C:22]([OH:25])=[CH:21][CH:20]=1)[C:13]1[CH:18]=[CH:17][CH:16]=[CH:15][CH:14]=1.C(O[C:31]([N:33]1[CH2:38][CH:37]=[C:36](B(O)O)[CH2:35][CH2:34]1)=[O:32])(C)(C)C.[C:42](Cl)(=O)[CH:43]=C.N1C=CCCC1.N1CCCCC1. Product: [C:31]([N:33]1[CH2:34][CH2:35][CH:36]([C:9]2[CH:8]=[CH:7][C:3]([C:4]([NH2:6])=[O:5])=[C:2]([O:25][C:22]3[CH:21]=[CH:20][C:19]([O:12][C:13]4[CH:18]=[CH:17][CH:16]=[CH:15][CH:14]=4)=[CH:24][CH:23]=3)[N:10]=2)[CH2:37][CH2:38]1)(=[O:32])[CH:42]=[CH2:43]. The catalyst class is: 45. (7) Reactant: [CH3:1][O:2][C:3]1[C:12]([CH2:13][CH2:14][N:15]2[CH2:20][CH2:19][CH:18]([N:21]3[C:29]4[C:24](=[CH:25][CH:26]=[C:27]([C:30]([NH2:32])=[O:31])[CH:28]=4)[CH:23]=[CH:22]3)[CH2:17][CH2:16]2)=[C:11]2[C:6]([C:7](=[O:33])[CH:8]=[CH:9][O:10]2)=[CH:5][CH:4]=1. Product: [CH3:1][O:2][C:3]1[C:12]([CH2:13][CH2:14][N:15]2[CH2:16][CH2:17][CH:18]([N:21]3[C:29]4[C:24](=[CH:25][CH:26]=[C:27]([C:30]([NH2:32])=[O:31])[CH:28]=4)[CH:23]=[CH:22]3)[CH2:19][CH2:20]2)=[C:11]2[C:6]([C:7](=[O:33])[CH2:8][CH2:9][O:10]2)=[CH:5][CH:4]=1. The catalyst class is: 129. (8) Reactant: [Cl-].[Al+3].[Cl-].[Cl-].[H-].[Al+3].[Li+].[H-].[H-].[H-].Cl.[Cl:12][C:13]1[CH:14]=[CH:15][C:16]2[O:22][C:21]3[CH:23]=[CH:24][CH:25]=[CH:26][C:20]=3[C@@H:19]([CH2:27][NH:28][CH3:29])[C@H:18]([C:30](O)=O)[C:17]=2[CH:33]=1.Cl. Product: [Cl:12][C:13]1[CH:14]=[CH:15][C:16]2[O:22][C:21]3[CH:23]=[CH:24][CH:25]=[CH:26][C:20]=3[C@H:19]3[CH2:27][N:28]([CH3:29])[CH2:30][C@@H:18]3[C:17]=2[CH:33]=1. The catalyst class is: 1. (9) Reactant: [C:1]([O:5][C:6](=[O:24])[NH:7][CH2:8][CH2:9][CH2:10][CH2:11][CH2:12][CH:13](O)[CH:14]=[CH:15][C:16]1[CH:17]=[N:18][C:19]([CH3:22])=[N:20][CH:21]=1)([CH3:4])([CH3:3])[CH3:2].C(O)(=O)CC.Cl.[C:31](OCC)([O:36]CC)([O:33][CH2:34][CH3:35])[CH3:32]. Product: [CH2:34]([O:33][C:31](=[O:36])[CH2:32][CH:15]([C:16]1[CH:17]=[N:18][C:19]([CH3:22])=[N:20][CH:21]=1)[CH:14]=[CH:13][CH2:12][CH2:11][CH2:10][CH2:9][CH2:8][NH:7][C:6]([O:5][C:1]([CH3:4])([CH3:3])[CH3:2])=[O:24])[CH3:35]. The catalyst class is: 170. (10) Reactant: [CH:1]1([C:4]([C:8]2[CH:13]=[CH:12][CH:11]=[C:10]([CH:14]([CH3:16])[CH3:15])[C:9]=2[OH:17])(O)[CH2:5][CH3:6])[CH2:3][CH2:2]1.C([SiH](CC)CC)C.FC(F)(F)C(O)=O.[F-].C([N+](CCCC)(CCCC)CCCC)CCC.O1CCCC1. Product: [CH:1]1([CH:4]([C:8]2[CH:13]=[CH:12][CH:11]=[C:10]([CH:14]([CH3:16])[CH3:15])[C:9]=2[OH:17])[CH2:5][CH3:6])[CH2:3][CH2:2]1. The catalyst class is: 4.